This data is from Reaction yield outcomes from USPTO patents with 853,638 reactions. The task is: Predict the reaction yield, written as a fraction of the theoretical maximum amount of product (1.0 means a 100% yield; for example, 0.34 means a 34% yield). (1) The yield is 0.980. The product is [C:16]([O:15][C:13]([NH:1][C@@H:2]([CH2:3][C:4]1[CH:9]=[CH:8][CH:7]=[CH:6][CH:5]=1)[C:10](=[S:29])[NH2:12])=[O:14])([CH3:19])([CH3:18])[CH3:17]. The reactants are [NH:1]([C:13]([O:15][C:16]([CH3:19])([CH3:18])[CH3:17])=[O:14])[C@H:2]([C:10]([NH2:12])=O)[CH2:3][C:4]1[CH:9]=[CH:8][CH:7]=[CH:6][CH:5]=1.COC1C=CC(P2(SP(C3C=CC(OC)=CC=3)(=S)S2)=[S:29])=CC=1. The catalyst is C1COCC1. (2) The reactants are F[C:2]1[CH:9]=[C:8]([F:10])[CH:7]=[CH:6][C:3]=1[C:4]#[N:5].O.[NH2:12][NH2:13]. The product is [F:10][C:8]1[CH:9]=[C:2]2[C:3]([C:4]([NH2:5])=[N:12][NH:13]2)=[CH:6][CH:7]=1. No catalyst specified. The yield is 0.380. (3) The reactants are [CH2:1]1[C:9]2[C:4](=[CH:5][CH:6]=[CH:7][CH:8]=2)[CH2:3][CH2:2]1.Cl[CH2:11][CH2:12][C:13](Cl)=[O:14].[Al+3].[Cl-].[Cl-].[Cl-].Cl. The catalyst is C(Cl)Cl. The product is [C:13]1(=[O:14])[C:7]2[C:6](=[CH:5][C:4]3[CH2:3][CH2:2][CH2:1][C:9]=3[CH:8]=2)[CH2:11][CH2:12]1. The yield is 0.720. (4) The catalyst is C(Cl)Cl.C(Cl)Cl.O. The reactants are [F:1][C:2]([F:18])([F:17])[C:3]1[CH:16]=[CH:15][C:6]([O:7][C:8]2[CH:14]=[CH:13][C:11]([NH2:12])=[CH:10][CH:9]=2)=[CH:5][CH:4]=1.N1C=CC=CC=1.[CH3:25][S:26](Cl)(=[O:28])=[O:27].Cl. The yield is 0.920. The product is [F:1][C:2]([F:17])([F:18])[C:3]1[CH:16]=[CH:15][C:6]([O:7][C:8]2[CH:9]=[CH:10][C:11]([NH:12][S:26]([CH3:25])(=[O:28])=[O:27])=[CH:13][CH:14]=2)=[CH:5][CH:4]=1.